This data is from Catalyst prediction with 721,799 reactions and 888 catalyst types from USPTO. The task is: Predict which catalyst facilitates the given reaction. (1) Reactant: [NH2:1][C:2]1[C:3](=[O:13])[C:4]2[C:9]([C:10](=[O:12])[CH:11]=1)=[CH:8][CH:7]=[CH:6][CH:5]=2.[H-].[Na+].[Cl:16][C:17]1[CH:18]=[C:19]([CH:23]=[CH:24][CH:25]=1)[C:20](Cl)=[O:21]. Product: [Cl:16][C:17]1[CH:18]=[C:19]([CH:23]=[CH:24][CH:25]=1)[C:20]([NH:1][C:2]1[C:3](=[O:13])[C:4]2[C:9]([C:10](=[O:12])[CH:11]=1)=[CH:8][CH:7]=[CH:6][CH:5]=2)=[O:21]. The catalyst class is: 7. (2) Reactant: [N:1]1([C:7]2[CH:8]=[C:9]([OH:13])[CH:10]=[CH:11][CH:12]=2)[CH2:6][CH2:5][NH:4][CH2:3][CH2:2]1.Cl.O=P(Cl)(Cl)Cl.[C:20](=O)([O-])[O-:21].[K+].[K+]. Product: [OH:13][C:9]1[CH:8]=[C:7]([N:1]2[CH2:2][CH2:3][NH:4][CH2:5][CH2:6]2)[CH:12]=[CH:11][C:10]=1[CH:20]=[O:21]. The catalyst class is: 14. (3) Reactant: [Cl:1][C:2]1[CH:3]=[CH:4][C:5]([O:31][CH3:32])=[C:6]([S:8]([NH:11][C:12]2[CH:13]=[C:14]([CH:28]=[CH:29][CH:30]=2)[C:15]([NH:17][C:18]2[CH:23]=[CH:22][C:21]([C:24](=[NH:27])[NH:25][OH:26])=[CH:20][CH:19]=2)=[O:16])(=[O:10])=[O:9])[CH:7]=1.N1C=CC=CC=1.[S:39](Cl)(Cl)=[O:40]. Product: [Cl:1][C:2]1[CH:3]=[CH:4][C:5]([O:31][CH3:32])=[C:6]([S:8]([NH:11][C:12]2[CH:13]=[C:14]([CH:28]=[CH:29][CH:30]=2)[C:15]([NH:17][C:18]2[CH:19]=[CH:20][C:21]([C:24]3[NH:27][S:39](=[O:40])[O:26][N:25]=3)=[CH:22][CH:23]=2)=[O:16])(=[O:10])=[O:9])[CH:7]=1. The catalyst class is: 217. (4) The catalyst class is: 30. Product: [CH2:13]([C:12]1[C:11]2[CH:10]=[CH:9][C:4]([C:5]([O:7][CH3:8])=[O:6])=[CH:3][C:2]=2[O:1][N:15]=1)[CH3:14]. Reactant: [OH:1][C:2]1[CH:3]=[C:4]([CH:9]=[CH:10][C:11]=1[C:12](=[NH:15])[CH2:13][CH3:14])[C:5]([O:7][CH3:8])=[O:6].C(=O)([O-])[O-].[K+].[K+].C1C(=O)N(Cl)C(=O)C1. (5) Reactant: [CH3:1][C:2]1[CH:14]=[CH:13][C:5]([C:6]([O:8][C:9]([CH3:12])([CH3:11])[CH3:10])=[O:7])=[CH:4][N:3]=1.C1C(=O)N([Br:22])C(=O)C1.CC(N=NC(C#N)(C)C)(C#N)C. Product: [Br:22][CH2:1][C:2]1[CH:14]=[CH:13][C:5]([C:6]([O:8][C:9]([CH3:11])([CH3:10])[CH3:12])=[O:7])=[CH:4][N:3]=1. The catalyst class is: 53. (6) Reactant: [C:1]([C:4]1[CH:9]=[CH:8][C:7]([N:10]=[C:11]=S)=[CH:6][CH:5]=1)(=[O:3])[CH3:2].C(N=C=NC(C)C)(C)C.[NH2:22][C:23]1[CH:41]=[CH:40][C:26]([C:27]([N:29]([CH2:35][CH2:36][CH:37]([CH3:39])[CH3:38])[CH2:30][CH2:31][CH:32]([CH3:34])[CH3:33])=[O:28])=[CH:25][C:24]=1[NH:42][CH2:43][CH2:44][CH:45]1[O:49][CH2:48][CH2:47][O:46]1. Product: [C:1]([C:4]1[CH:9]=[CH:8][C:7]([NH:10][C:11]2[N:42]([CH2:43][CH2:44][CH:45]3[O:46][CH2:47][CH2:48][O:49]3)[C:24]3[CH:25]=[C:26]([C:27]([N:29]([CH2:30][CH2:31][CH:32]([CH3:34])[CH3:33])[CH2:35][CH2:36][CH:37]([CH3:38])[CH3:39])=[O:28])[CH:40]=[CH:41][C:23]=3[N:22]=2)=[CH:6][CH:5]=1)(=[O:3])[CH3:2]. The catalyst class is: 7.